Predict the reaction yield, written as a fraction of the theoretical maximum amount of product (1.0 means a 100% yield; for example, 0.34 means a 34% yield). From a dataset of Reaction yield outcomes from USPTO patents with 853,638 reactions. (1) The reactants are Cl[C:2]1[CH:9]=[C:8]([C:10]([F:13])([F:12])[F:11])[CH:7]=[C:6]([Cl:14])[C:3]=1[C:4]#[N:5].C([O-])(=O)C.[Na+].O.[NH2:21][NH2:22].Cl. The catalyst is N1C=CC=CC=1.O. The product is [Cl:14][C:6]1[CH:7]=[C:8]([C:10]([F:13])([F:12])[F:11])[CH:9]=[C:2]2[C:3]=1[C:4]([NH2:5])=[N:21][NH:22]2. The yield is 0.990. (2) The reactants are [CH3:1][C:2]([OH:15])([CH2:4][CH2:5][CH2:6][CH2:7][CH2:8][CH2:9][CH2:10][CH2:11][CH2:12][CH2:13][CH3:14])[CH3:3].C(N(CC)CC)C.[Br:23][CH:24]([CH3:28])[C:25](Br)=[O:26]. The catalyst is C1(C)C=CC=CC=1. The product is [Br:23][CH:24]([CH3:28])[C:25]([O:15][C:2]([CH3:1])([CH2:4][CH2:5][CH2:6][CH2:7][CH2:8][CH2:9][CH2:10][CH2:11][CH2:12][CH2:13][CH3:14])[CH3:3])=[O:26]. The yield is 0.613. (3) The reactants are [F:1][C:2]1[C:7](OS(C(F)(F)F)(=O)=O)=[CH:6][CH:5]=[C:4]([F:16])[C:3]=1[C:17]1[N:22]=[C:21]([C:23]([O:25]C)=[O:24])[CH:20]=[CH:19][C:18]=1[F:27].[CH3:28]B(O)O.C(=O)([O-])[O-].[K+].[K+].C(OCC)(=O)C. The catalyst is O1CCOCC1.O.C1C=CC([P]([Pd]([P](C2C=CC=CC=2)(C2C=CC=CC=2)C2C=CC=CC=2)([P](C2C=CC=CC=2)(C2C=CC=CC=2)C2C=CC=CC=2)[P](C2C=CC=CC=2)(C2C=CC=CC=2)C2C=CC=CC=2)(C2C=CC=CC=2)C2C=CC=CC=2)=CC=1. The product is [F:1][C:2]1[C:7]([CH3:28])=[CH:6][CH:5]=[C:4]([F:16])[C:3]=1[C:17]1[N:22]=[C:21]([C:23]([OH:25])=[O:24])[CH:20]=[CH:19][C:18]=1[F:27]. The yield is 0.970. (4) The reactants are [C:1]([O:5][C:6]([N:8]1[C:17]2[C:12](=[CH:13][C:14]([CH2:18][CH2:19][CH2:20][CH2:21][CH2:22]OS(C)(=O)=O)=[CH:15][CH:16]=2)[CH2:11][CH2:10][CH2:9]1)=[O:7])([CH3:4])([CH3:3])[CH3:2].[CH2:28]([CH2:31][NH2:32])[CH:29]=C.[CH3:33]N(C=O)C. No catalyst specified. The product is [C:1]([O:5][C:6]([N:8]1[C:17]2[C:12](=[CH:13][C:14]([CH2:18][CH2:19][CH2:20][CH2:21][CH2:22][N:32]([CH2:31][CH:28]=[CH2:29])[CH3:33])=[CH:15][CH:16]=2)[CH2:11][CH2:10][CH2:9]1)=[O:7])([CH3:4])([CH3:3])[CH3:2]. The yield is 0.890. (5) The reactants are C(=O)([O-])[O-:2].[K+].[K+].[O:7]1[C:11]2[CH:12]=[CH:13][C:14]([C:16]3[NH:17][C:18]4[N:19]([N:23]=[CH:24][C:25]=4[C:26]#[N:27])[C:20](=[O:22])[CH:21]=3)=[CH:15][C:10]=2[CH:9]=[CH:8]1.OO. The catalyst is CS(C)=O.CO. The product is [O:7]1[C:11]2[CH:12]=[CH:13][C:14]([C:16]3[NH:17][C:18]4[N:19]([N:23]=[CH:24][C:25]=4[C:26]([NH2:27])=[O:2])[C:20](=[O:22])[CH:21]=3)=[CH:15][C:10]=2[CH:9]=[CH:8]1. The yield is 0.760.